From a dataset of Reaction yield outcomes from USPTO patents with 853,638 reactions. Predict the reaction yield, written as a fraction of the theoretical maximum amount of product (1.0 means a 100% yield; for example, 0.34 means a 34% yield). (1) The reactants are [CH2:1]([NH:3][C:4](=[O:43])[NH:5][C:6]1[N:11]=[CH:10][C:9]([C:12]2[CH:13]=[C:14]3[C:19](=[CH:20][CH:21]=2)[N:18]([C@@H:22]2[CH2:27][CH2:26][CH2:25][NH:24][CH2:23]2)[CH:17]=[C:16]([C:28]([O:30][CH2:31][CH3:32])=[O:29])[C:15]3=[O:33])=[C:8]([C:34]2[S:35][CH:36]=[C:37]([C:39]([F:42])([F:41])[F:40])[N:38]=2)[CH:7]=1)[CH3:2].[CH:44]([S:46]([CH3:49])(=[O:48])=[O:47])=[CH2:45]. The catalyst is C(O)(C)C. The product is [CH2:1]([NH:3][C:4](=[O:43])[NH:5][C:6]1[N:11]=[CH:10][C:9]([C:12]2[CH:13]=[C:14]3[C:19](=[CH:20][CH:21]=2)[N:18]([C@@H:22]2[CH2:27][CH2:26][CH2:25][N:24]([CH2:45][CH2:44][S:46]([CH3:49])(=[O:48])=[O:47])[CH2:23]2)[CH:17]=[C:16]([C:28]([O:30][CH2:31][CH3:32])=[O:29])[C:15]3=[O:33])=[C:8]([C:34]2[S:35][CH:36]=[C:37]([C:39]([F:42])([F:41])[F:40])[N:38]=2)[CH:7]=1)[CH3:2]. The yield is 0.625. (2) The reactants are [CH2:1]([C@H:8]([NH:21][C:22]([C:24]1[N:25]=[N:26][N:27]([CH2:29][CH2:30][NH:31][C:32](=[O:45])[C:33]2[CH:38]=[CH:37][C:36]([O:39][CH3:40])=[C:35]([O:41][CH3:42])[C:34]=2[O:43][CH3:44])[CH:28]=1)=[O:23])[CH:9]([C:11](=[O:20])[NH:12][CH2:13][C:14]1[CH:19]=[CH:18][CH:17]=[CH:16][CH:15]=1)[OH:10])[C:2]1[CH:7]=[CH:6][CH:5]=[CH:4][CH:3]=1.CC(OI1(OC(C)=O)(OC(C)=O)OC(=O)C2C=CC=CC1=2)=O. The catalyst is ClCCl. The product is [CH2:1]([C@H:8]([NH:21][C:22]([C:24]1[N:25]=[N:26][N:27]([CH2:29][CH2:30][NH:31][C:32](=[O:45])[C:33]2[CH:38]=[CH:37][C:36]([O:39][CH3:40])=[C:35]([O:41][CH3:42])[C:34]=2[O:43][CH3:44])[CH:28]=1)=[O:23])[C:9]([C:11](=[O:20])[NH:12][CH2:13][C:14]1[CH:15]=[CH:16][CH:17]=[CH:18][CH:19]=1)=[O:10])[C:2]1[CH:7]=[CH:6][CH:5]=[CH:4][CH:3]=1. The yield is 0.400. (3) The reactants are [CH:1]1[C:6]2[S:7][C:8]3[CH:13]=[CH:12][CH:11]=[CH:10][C:9]=3[C:5]=2[CH:4]=[C:3]([C:14]([O:16]C)=[O:15])[N:2]=1.[OH-].[Na+]. The catalyst is CO.O. The product is [CH:1]1[C:6]2[S:7][C:8]3[CH:13]=[CH:12][CH:11]=[CH:10][C:9]=3[C:5]=2[CH:4]=[C:3]([C:14]([OH:16])=[O:15])[N:2]=1. The yield is 0.860. (4) The reactants are C(N(CC)CC)C.[CH:8]([C:10]1[C:18]2[C:13](=[CH:14][CH:15]=[CH:16][CH:17]=2)[N:12](C(OC(C)(C)C)=O)[CH:11]=1)=[O:9].[F:26][C:27]1[N:32]2[CH:33]=[C:34]([CH:36]=[N:37][C:38]3[CH:43]=[CH:42][N:41]=[C:40]([O:44][CH3:45])[CH:39]=3)[N:35]=[C:31]2[CH:30]=[CH:29][CH:28]=1. The catalyst is [Cl-].C([N+]1C(C)=C(CCO)SC=1)C1C=CC=CC=1.C(O)C. The product is [F:26][C:27]1[N:32]2[CH:33]=[C:34]([CH:36]([NH:37][C:38]3[CH:43]=[CH:42][N:41]=[C:40]([O:44][CH3:45])[CH:39]=3)[C:8]([C:10]3[C:18]4[C:13](=[CH:14][CH:15]=[CH:16][CH:17]=4)[NH:12][CH:11]=3)=[O:9])[N:35]=[C:31]2[CH:30]=[CH:29][CH:28]=1. The yield is 0.250. (5) The product is [C:1]([C:5]1[CH:9]=[C:8]([NH:10][C:11]([NH:13][C@@H:14]2[C:23]3[C:18](=[CH:19][CH:20]=[CH:21][CH:22]=3)[C@H:17]([O:24][C:25]3[CH:26]=[CH:27][C:28]4[N:29]([C:31]([N:34]5[CH2:39][CH2:38][CH2:37][CH2:36][C@@H:35]5[CH3:40])=[N:32][N:33]=4)[CH:30]=3)[CH2:16][CH2:15]2)=[O:12])[N:7]([C:41]2[CH:42]=[N:43][N:44]([CH2:46][CH2:47][N:53]3[CH2:58][CH2:57][O:56][CH2:55][CH2:54]3)[CH:45]=2)[N:6]=1)([CH3:2])([CH3:3])[CH3:4]. The reactants are [C:1]([C:5]1[CH:9]=[C:8]([NH:10][C:11]([NH:13][C@@H:14]2[C:23]3[C:18](=[CH:19][CH:20]=[CH:21][CH:22]=3)[C@H:17]([O:24][C:25]3[CH:26]=[CH:27][C:28]4[N:29]([C:31]([N:34]5[CH2:39][CH2:38][CH2:37][CH2:36][C@@H:35]5[CH3:40])=[N:32][N:33]=4)[CH:30]=3)[CH2:16][CH2:15]2)=[O:12])[N:7]([C:41]2[CH:42]=[N:43][N:44]([CH2:46][CH2:47]OS(C)(=O)=O)[CH:45]=2)[N:6]=1)([CH3:4])([CH3:3])[CH3:2].[NH:53]1[CH2:58][CH2:57][O:56][CH2:55][CH2:54]1. The yield is 0.350. The catalyst is C1COCC1. (6) The reactants are [CH3:1][C:2]1[S:3][CH:4]=[C:5](Br)[CH:6]=1.[Li]CCCC.CCCCCC.C1C=CC(P(C2C=CC=CC=2)C2C=CC=CC=2)=CC=1.Br[C:39]1[CH:48]=[CH:47][C:46]2[C:41](=[C:42]([Br:49])[CH:43]=[CH:44][CH:45]=2)[N:40]=1.[NH4+].[Cl-]. The catalyst is CCOCC.C1COCC1.[Cl-].[Cl-].[Zn+2].C1C=CC(/C=C/C(/C=C/C2C=CC=CC=2)=O)=CC=1.C1C=CC(/C=C/C(/C=C/C2C=CC=CC=2)=O)=CC=1.[Pd]. The product is [Br:49][C:42]1[CH:43]=[CH:44][CH:45]=[C:46]2[C:41]=1[N:40]=[C:39]([C:5]1[CH:6]=[C:2]([CH3:1])[S:3][CH:4]=1)[CH:48]=[CH:47]2. The yield is 0.370. (7) The reactants are [CH3:1][O:2][C@H:3]([CH3:7])[C:4]([OH:6])=O.C[N:9]1CCOCC1.ClC(OCC(C)C)=O.Cl[C:24]1[CH:29]=[C:28]([O:30][C:31]2[C:36]([F:37])=[CH:35][C:34]([NH:38][C:39]([C:41]3([C:44]([NH:46][C:47]4[CH:52]=[CH:51][C:50]([F:53])=[CH:49][CH:48]=4)=[O:45])[CH2:43][CH2:42]3)=[O:40])=[C:33]([F:54])[CH:32]=2)[CH:27]=[CH:26][N:25]=1. The catalyst is C(Cl)Cl. The product is [F:54][C:33]1[CH:32]=[C:31]([O:30][C:28]2[CH:27]=[CH:26][N:25]=[C:24]([NH:9][C:4](=[O:6])[C@H:3]([O:2][CH3:1])[CH3:7])[CH:29]=2)[C:36]([F:37])=[CH:35][C:34]=1[NH:38][C:39]([C:41]1([C:44]([NH:46][C:47]2[CH:52]=[CH:51][C:50]([F:53])=[CH:49][CH:48]=2)=[O:45])[CH2:43][CH2:42]1)=[O:40]. The yield is 0.210.